This data is from Catalyst prediction with 721,799 reactions and 888 catalyst types from USPTO. The task is: Predict which catalyst facilitates the given reaction. (1) Reactant: B([C:4]1[CH:12]=[C:11]([F:13])[CH:10]=[CH:9][C:5]=1[C:6]([OH:8])=[O:7])(O)O.Br[C:15]1[CH:16]=[CH:17][C:18]([N:32]([CH2:37][CH:38]([CH3:40])[CH3:39])[CH2:33][CH:34]([CH3:36])[CH3:35])=[C:19]([NH:21][C:22](=[O:31])[CH2:23][C:24]2[CH:29]=[CH:28][C:27]([CH3:30])=[CH:26][CH:25]=2)[CH:20]=1.C(=O)([O-])[O-].[K+].[K+].CC(O)=O. Product: [CH2:37]([N:32]([CH2:33][CH:34]([CH3:36])[CH3:35])[C:18]1[CH:17]=[CH:16][C:15]([C:4]2[C:5]([C:6]([OH:8])=[O:7])=[CH:9][CH:10]=[C:11]([F:13])[CH:12]=2)=[CH:20][C:19]=1[NH:21][C:22](=[O:31])[CH2:23][C:24]1[CH:29]=[CH:28][C:27]([CH3:30])=[CH:26][CH:25]=1)[CH:38]([CH3:39])[CH3:40]. The catalyst class is: 128. (2) Reactant: C([O-])=O.[NH4+].C([O:12][C:13]1[CH:18]=[CH:17][C:16]([C:19]2[CH2:24][CH2:23][N:22]([C:25]3[CH:26]=[CH:27][C:28]4[N:29]([C:31]([C:34]([F:37])([F:36])[F:35])=[N:32][N:33]=4)[N:30]=3)[CH2:21][CH:20]=2)=[CH:15][C:14]=1[F:38])C1C=CC=CC=1. The catalyst class is: 29. Product: [F:38][C:14]1[CH:15]=[C:16]([CH:19]2[CH2:20][CH2:21][N:22]([C:25]3[CH:26]=[CH:27][C:28]4[N:29]([C:31]([C:34]([F:35])([F:36])[F:37])=[N:32][N:33]=4)[N:30]=3)[CH2:23][CH2:24]2)[CH:17]=[CH:18][C:13]=1[OH:12]. (3) Reactant: [CH3:1]OC(=O)C=C.[CH3:7][O:8][C:9]1[CH:10]=[C:11]([CH:17]=[C:18]([C:22]2[CH:27]=[CH:26][C:25]([O:28][C:29]3[CH:34]=[CH:33][C:32]([CH2:35][CH2:36][C:37](=[O:42])[NH:38][C:39]([NH2:41])=[O:40])=[CH:31][CH:30]=3)=[CH:24][CH:23]=2)[C:19]([OH:21])=[O:20])[CH:12]=[C:13]([O:15][CH3:16])[CH:14]=1.C([O-])([O-])=O.[K+].[K+].S(OC)(OC)(=O)=O.Cl. Product: [CH3:1][O:20][C:19](=[O:21])[C:18]([C:22]1[CH:23]=[CH:24][C:25]([O:28][C:29]2[CH:34]=[CH:33][C:32]([CH2:35][CH2:36][C:37](=[O:42])[NH:38][C:39]([NH2:41])=[O:40])=[CH:31][CH:30]=2)=[CH:26][CH:27]=1)=[CH:17][C:11]1[CH:10]=[C:9]([O:8][CH3:7])[CH:14]=[C:13]([O:15][CH3:16])[CH:12]=1. The catalyst class is: 3. (4) Reactant: [O:1]=[S:2]1(=[O:15])[CH2:6][C:5]2[CH:7]=[CH:8][C:9]([CH2:11][C:12]([OH:14])=O)=[CH:10][C:4]=2[NH:3]1.CCN=C=NCCCN(C)C.C1C=CC2N(O)N=NC=2C=1.C(N(CC)CC)C.FC(F)(F)C(O)=O.[CH3:51][NH:52][C@@H:53]([C:61]1[CH:66]=[CH:65][CH:64]=[C:63]([C:67]([F:70])([F:69])[F:68])[CH:62]=1)[CH2:54][N:55]1[CH2:59][CH2:58][C@H:57]([OH:60])[CH2:56]1. Product: [O:15]=[S:2]1(=[O:1])[CH2:6][C:5]2[CH:7]=[CH:8][C:9]([CH2:11][C:12]([N:52]([C@@H:53]([C:61]3[CH:66]=[CH:65][CH:64]=[C:63]([C:67]([F:70])([F:68])[F:69])[CH:62]=3)[CH2:54][N:55]3[CH2:59][CH2:58][C@H:57]([OH:60])[CH2:56]3)[CH3:51])=[O:14])=[CH:10][C:4]=2[NH:3]1. The catalyst class is: 204. (5) Reactant: P12(SP3(SP(SP(S3)(S1)=S)(=S)S2)=S)=[S:2].C(=O)([O-])[O-].[Na+].[Na+].[F:21][C:22]1[CH:27]=[CH:26][C:25]([CH:28]2[NH:33][C:32](=O)[CH2:31][S:30][CH2:29]2)=[CH:24][CH:23]=1. Product: [F:21][C:22]1[CH:27]=[CH:26][C:25]([CH:28]2[NH:33][C:32](=[S:2])[CH2:31][S:30][CH2:29]2)=[CH:24][CH:23]=1. The catalyst class is: 1. (6) Reactant: [CH3:1][CH:2]1[CH2:7][CH2:6][CH:5]([C:8]2[S:12][N:11]=[C:10](SC)[N:9]=2)[CH2:4][CH2:3]1.Cl[C:16]1C=C(C=CC=1)C(OO)=O.[S:26]([O-:29])(O)=[O:27].[Na+]. Product: [CH3:16][S:26]([C:10]1[N:9]=[C:8]([CH:5]2[CH2:6][CH2:7][CH:2]([CH3:1])[CH2:3][CH2:4]2)[S:12][N:11]=1)(=[O:29])=[O:27]. The catalyst class is: 22.